From a dataset of Peptide-MHC class II binding affinity with 134,281 pairs from IEDB. Regression. Given a peptide amino acid sequence and an MHC pseudo amino acid sequence, predict their binding affinity value. This is MHC class II binding data. (1) The peptide sequence is LKELIKVGLPSFENL. The MHC is DRB1_0701 with pseudo-sequence DRB1_0701. The binding affinity (normalized) is 0.418. (2) The peptide sequence is LENDNQLLYNYPGAL. The MHC is HLA-DQA10101-DQB10501 with pseudo-sequence HLA-DQA10101-DQB10501. The binding affinity (normalized) is 0.112. (3) The peptide sequence is VVLGLATSPTAEGGK. The MHC is HLA-DQA10101-DQB10501 with pseudo-sequence HLA-DQA10101-DQB10501. The binding affinity (normalized) is 0. (4) The peptide sequence is KSVPLEMLLINLTTI. The MHC is DRB1_0901 with pseudo-sequence DRB1_0901. The binding affinity (normalized) is 0.0845. (5) The peptide sequence is AFALVLLFCALASSC. The MHC is HLA-DPA10201-DPB10101 with pseudo-sequence HLA-DPA10201-DPB10101. The binding affinity (normalized) is 0.208. (6) The peptide sequence is KCVTVMAPDKPSLDI. The MHC is DRB1_0405 with pseudo-sequence DRB1_0405. The binding affinity (normalized) is 0.151. (7) The peptide sequence is YPMEIRPRKTHESHL. The MHC is HLA-DQA10501-DQB10402 with pseudo-sequence HLA-DQA10501-DQB10402. The binding affinity (normalized) is 0.820. (8) The peptide sequence is GPATPAAPAAGYTPA. The binding affinity (normalized) is 0.155. The MHC is DRB5_0101 with pseudo-sequence DRB5_0101. (9) The peptide sequence is YPSGTSGSPIVNRNG. The binding affinity (normalized) is 0.382. The MHC is HLA-DQA10102-DQB10501 with pseudo-sequence HLA-DQA10102-DQB10501. (10) The peptide sequence is YDKFLANVSTVLTQK. The MHC is DRB1_0701 with pseudo-sequence DRB1_0701. The binding affinity (normalized) is 0.773.